Dataset: Full USPTO retrosynthesis dataset with 1.9M reactions from patents (1976-2016). Task: Predict the reactants needed to synthesize the given product. Given the product [F:1][C:2]1[CH:10]=[CH:9][CH:8]=[C:7]([F:11])[C:3]=1[C:4](=[N:5][OH:6])[Cl:12], predict the reactants needed to synthesize it. The reactants are: [F:1][C:2]1[CH:10]=[CH:9][CH:8]=[C:7]([F:11])[C:3]=1[CH:4]=[N:5][OH:6].[Cl:12]N1C(=O)CCC1=O.